Dataset: Forward reaction prediction with 1.9M reactions from USPTO patents (1976-2016). Task: Predict the product of the given reaction. (1) The product is: [O:20]=[C:19]1[CH:7]([C:6]([O:5][C:1]([CH3:4])([CH3:3])[CH3:2])=[O:24])[N:8]2[C:16]3[C:11]([CH:10]=[C:9]2[CH2:17][CH2:18]1)=[CH:12][CH:13]=[CH:14][CH:15]=3. Given the reactants [C:1]([O:5][C:6](=[O:24])[CH2:7][N:8]1[C:16]2[C:11](=[CH:12][CH:13]=[CH:14][CH:15]=2)[CH:10]=[C:9]1/[CH:17]=[CH:18]/[C:19](OCC)=[O:20])([CH3:4])([CH3:3])[CH3:2].CC(=O)OCC.CC([O-])(C)C.[K+], predict the reaction product. (2) The product is: [CH2:27]([O:26][C:24]1[C:18]2[CH2:19][C:20]([CH3:23])([CH3:22])[O:21][C:17]=2[CH:16]=[C:15]([C:13]([NH:12][C:9]2[CH:10]=[CH:11][C:6]([C:5]([OH:34])=[O:4])=[CH:7][N:8]=2)=[O:14])[CH:25]=1)[C:28]1[CH:33]=[CH:32][CH:31]=[CH:30][CH:29]=1. Given the reactants [OH-].[Na+].C[O:4][C:5](=[O:34])[C:6]1[CH:11]=[CH:10][C:9]([NH:12][C:13]([C:15]2[CH:25]=[C:24]([O:26][CH2:27][C:28]3[CH:33]=[CH:32][CH:31]=[CH:30][CH:29]=3)[C:18]3[CH2:19][C:20]([CH3:23])([CH3:22])[O:21][C:17]=3[CH:16]=2)=[O:14])=[N:8][CH:7]=1, predict the reaction product.